From a dataset of Full USPTO retrosynthesis dataset with 1.9M reactions from patents (1976-2016). Predict the reactants needed to synthesize the given product. (1) Given the product [OH:17][C:13]1[CH:14]=[C:15]([CH3:16])[C:10]([C:3]2[CH:4]=[CH:5][CH:6]=[C:7]([CH:8]=[O:9])[C:2]=2[CH3:1])=[C:11]([CH3:24])[CH:12]=1, predict the reactants needed to synthesize it. The reactants are: [CH3:1][C:2]1[C:7]([CH:8]=[O:9])=[CH:6][CH:5]=[CH:4][C:3]=1[C:10]1[C:15]([CH3:16])=[CH:14][C:13]([O:17]C2CCCCO2)=[CH:12][C:11]=1[CH3:24].Cl. (2) Given the product [CH:1]1([CH2:6][C@@H:7]([C:16](=[O:31])[N:17]2[CH:21]([C:22]([NH:24][C:25]3[CH:30]=[CH:29][CH:28]=[CH:27][CH:26]=3)=[O:23])[CH2:20][CH:19]=[N:18]2)[CH2:8][C:9]([OH:11])=[O:10])[CH2:5][CH2:4][CH2:3][CH2:2]1, predict the reactants needed to synthesize it. The reactants are: [CH:1]1([CH2:6][C@@H:7]([C:16](=[O:31])[N:17]2[CH:21]([C:22]([NH:24][C:25]3[CH:30]=[CH:29][CH:28]=[CH:27][CH:26]=3)=[O:23])[CH2:20][CH:19]=[N:18]2)[CH2:8][C:9]([O:11]C(C)(C)C)=[O:10])[CH2:5][CH2:4][CH2:3][CH2:2]1.Cl. (3) Given the product [C:8]([N:1]1[CH:5]=[C:4]([CH:6]=[O:7])[N:3]=[CH:2]1)([C:9]1[CH:14]=[CH:13][CH:12]=[CH:11][CH:10]=1)([C:21]1[CH:22]=[CH:23][CH:24]=[CH:25][CH:26]=1)[C:15]1[CH:16]=[CH:17][CH:18]=[CH:19][CH:20]=1, predict the reactants needed to synthesize it. The reactants are: [NH:1]1[CH:5]=[C:4]([CH:6]=[O:7])[N:3]=[CH:2]1.[C:8](Cl)([C:21]1[CH:26]=[CH:25][CH:24]=[CH:23][CH:22]=1)([C:15]1[CH:20]=[CH:19][CH:18]=[CH:17][CH:16]=1)[C:9]1[CH:14]=[CH:13][CH:12]=[CH:11][CH:10]=1.C(N(CC)CC)C.O. (4) Given the product [CH3:1][O:2][C:3]1[CH:4]=[CH:5][C:6]([CH2:7][N:8]2[C:12]([CH2:13][CH2:14][CH2:15][C:16]([NH:21][CH:22]3[CH2:23][CH2:24][N:25]([C:28]([O:30][CH2:31][C:32]4[CH:37]=[C:36]([Cl:38])[CH:35]=[C:34]([Cl:39])[CH:33]=4)=[O:29])[CH2:26][CH2:27]3)=[O:18])=[N:11][N:10]=[N:9]2)=[CH:19][CH:20]=1, predict the reactants needed to synthesize it. The reactants are: [CH3:1][O:2][C:3]1[CH:20]=[CH:19][C:6]([CH2:7][N:8]2[C:12]([CH2:13][CH2:14][CH2:15][C:16]([OH:18])=O)=[N:11][N:10]=[N:9]2)=[CH:5][CH:4]=1.[NH2:21][CH:22]1[CH2:27][CH2:26][N:25]([C:28]([O:30][CH2:31][C:32]2[CH:37]=[C:36]([Cl:38])[CH:35]=[C:34]([Cl:39])[CH:33]=2)=[O:29])[CH2:24][CH2:23]1. (5) Given the product [CH:1]1([C@H:5]([NH:7][C:8]2[C:9]3[N:18]([CH2:19][C:20]4[CH:25]=[CH:24][C:23]([C:26]([F:29])([F:28])[F:27])=[CH:22][CH:21]=4)[C:17]([C:30]4[CH:31]=[C:32]([CH3:36])[CH:33]=[CH:34][CH:35]=4)=[CH:16][C:10]=3[N:11]=[C:40]([C:39]([OH:37])=[O:41])[N:13]=2)[CH3:6])[CH2:4][CH2:3][CH2:2]1.[C:23]([OH:41])([C:26]([F:29])([F:28])[F:27])=[O:37], predict the reactants needed to synthesize it. The reactants are: [CH:1]1([C@H:5]([NH:7][C:8]2[C:9]3[N:18]([CH2:19][C:20]4[CH:25]=[CH:24][C:23]([C:26]([F:29])([F:28])[F:27])=[CH:22][CH:21]=4)[C:17]([C:30]4[CH:31]=[C:32]([CH3:36])[CH:33]=[CH:34][CH:35]=4)=[CH:16][C:10]=3[N:11]=C(C#N)[N:13]=2)[CH3:6])[CH2:4][CH2:3][CH2:2]1.[OH-:37].[Na+].[CH2:39]([OH:41])[CH3:40].